From a dataset of Forward reaction prediction with 1.9M reactions from USPTO patents (1976-2016). Predict the product of the given reaction. (1) Given the reactants [C:1]([C:5]1[N:10]=[C:9]([N:11]([CH3:19])[C:12]2[CH:17]=[CH:16][CH:15]=[CH:14][C:13]=2[CH3:18])[C:8]([C:20]#[N:21])=[CH:7][CH:6]=1)([CH3:4])([CH3:3])[CH3:2].[OH-:22].[K+], predict the reaction product. The product is: [C:1]([C:5]1[N:10]=[C:9]([N:11]([CH3:19])[C:12]2[CH:17]=[CH:16][CH:15]=[CH:14][C:13]=2[CH3:18])[C:8]([C:20]([NH2:21])=[O:22])=[CH:7][CH:6]=1)([CH3:4])([CH3:2])[CH3:3]. (2) The product is: [N:37]1([C:2]2[N:1]=[C:6]([N:7]3[CH2:14][CH2:13][CH2:12][NH:11][CH2:10][CH2:9][CH2:8]3)[N:5]=[C:4]([N:22]3[CH2:29][CH2:28][CH2:27][NH:26][CH2:25][CH2:24][CH2:23]3)[N:3]=2)[CH2:44][CH2:43][CH2:42][NH:41][CH2:40][CH2:39][CH2:38]1. Given the reactants [N:1]1[C:6]([N:7]2[CH2:14][CH2:13][CH2:12][N:11](C(OC(C)(C)C)=O)[CH2:10][CH2:9][CH2:8]2)=[N:5][C:4]([N:22]2[CH2:29][CH2:28][CH2:27][N:26](C(OC(C)(C)C)=O)[CH2:25][CH2:24][CH2:23]2)=[N:3][C:2]=1[N:37]1[CH2:44][CH2:43][CH2:42][N:41](C(OC(C)(C)C)=O)[CH2:40][CH2:39][CH2:38]1.Cl, predict the reaction product. (3) Given the reactants [C:1](OC(=O)C)(=[O:3])[CH3:2].[NH2:8][C:9]1[S:24][C:12]2[CH2:13][N:14]([C:17]([O:19][C:20]([CH3:23])([CH3:22])[CH3:21])=[O:18])[CH2:15][CH2:16][C:11]=2[C:10]=1[C:25]1[S:26][C:27]2[CH:33]=[CH:32][C:31]([Cl:34])=[CH:30][C:28]=2[N:29]=1.C(N(CC)CC)C, predict the reaction product. The product is: [C:1]([NH:8][C:9]1[S:24][C:12]2[CH2:13][N:14]([C:17]([O:19][C:20]([CH3:23])([CH3:22])[CH3:21])=[O:18])[CH2:15][CH2:16][C:11]=2[C:10]=1[C:25]1[S:26][C:27]2[CH:33]=[CH:32][C:31]([Cl:34])=[CH:30][C:28]=2[N:29]=1)(=[O:3])[CH3:2]. (4) Given the reactants [OH:1]/[N:2]=[C:3](/[NH:5][C:6](=O)[CH2:7][CH:8]1[CH2:13][CH2:12][CH:11]([C:14]2[S:15][C:16]([C:19]3[CH:24]=[CH:23][C:22]([N+:25]([O-:27])=[O:26])=[CH:21][CH:20]=3)=[CH:17][N:18]=2)[CH2:10][CH2:9]1)\[CH3:4], predict the reaction product. The product is: [CH3:4][C:3]1[N:5]=[C:6]([CH2:7][CH:8]2[CH2:9][CH2:10][CH:11]([C:14]3[S:15][C:16]([C:19]4[CH:24]=[CH:23][C:22]([N+:25]([O-:27])=[O:26])=[CH:21][CH:20]=4)=[CH:17][N:18]=3)[CH2:12][CH2:13]2)[O:1][N:2]=1. (5) Given the reactants [NH2:1][C:2]1[N:6]([CH3:7])[CH:5]=[N:4][C:3]=1[C:8]([O:10][CH2:11][CH3:12])=[O:9].[Cl:13][C:14]1[CH:19]=[CH:18][C:17]([N:20]=[C:21]=[S:22])=[CH:16][CH:15]=1, predict the reaction product. The product is: [Cl:13][C:14]1[CH:19]=[CH:18][C:17]([NH:20][C:21]([NH:1][C:2]2[N:6]([CH3:7])[CH:5]=[N:4][C:3]=2[C:8]([O:10][CH2:11][CH3:12])=[O:9])=[S:22])=[CH:16][CH:15]=1. (6) Given the reactants [Cl:1][C:2]1[CH:18]=[CH:17][C:5]2[NH:6][C:7](=O)[CH:8]([C:10]3[CH:15]=[CH:14][CH:13]=[CH:12][CH:11]=3)[O:9][C:4]=2[CH:3]=1.[H-].[Al+3].[Li+].[H-].[H-].[H-].[OH-].[Na+].S([O-])([O-])(=O)=O.[Mg+2], predict the reaction product. The product is: [Cl:1][C:2]1[CH:18]=[CH:17][C:5]2[NH:6][CH2:7][CH:8]([C:10]3[CH:15]=[CH:14][CH:13]=[CH:12][CH:11]=3)[O:9][C:4]=2[CH:3]=1. (7) Given the reactants [Cl:1][C:2]1[CH:3]=[C:4]([NH:9][C:10]([N:12]2[CH2:17][CH2:16][N:15]([CH2:18][C@@H:19]3[CH2:24][CH2:23][CH2:22][NH:21][CH2:20]3)[CH2:14][CH2:13]2)=[O:11])[CH:5]=[CH:6][C:7]=1[Cl:8].[CH3:25][O:26][CH2:27][CH2:28][O:29][C:30]1[CH:37]=[CH:36][C:33]([CH:34]=O)=[CH:32][N:31]=1.C(O[BH-](OC(=O)C)OC(=O)C)(=O)C.[Na+], predict the reaction product. The product is: [Cl:1][C:2]1[CH:3]=[C:4]([NH:9][C:10]([N:12]2[CH2:17][CH2:16][N:15]([CH2:18][C@@H:19]3[CH2:24][CH2:23][CH2:22][N:21]([CH2:34][C:33]4[CH:32]=[N:31][C:30]([O:29][CH2:28][CH2:27][O:26][CH3:25])=[CH:37][CH:36]=4)[CH2:20]3)[CH2:14][CH2:13]2)=[O:11])[CH:5]=[CH:6][C:7]=1[Cl:8]. (8) Given the reactants [CH2:1]([O:3][C:4]([C:6]1[C:7]([OH:21])=[C:8]2[C:14]([C:15]3[CH:20]=[CH:19][CH:18]=[CH:17][CH:16]=3)=[N:13][S:12][C:9]2=[CH:10][N:11]=1)=[O:5])[CH3:2].[Br:22]N1C(=O)CCC1=O, predict the reaction product. The product is: [CH2:1]([O:3][C:4]([C:6]1[C:7]([OH:21])=[C:8]2[C:14]([C:15]3[CH:16]=[CH:17][CH:18]=[CH:19][CH:20]=3)=[N:13][S:12][C:9]2=[C:10]([Br:22])[N:11]=1)=[O:5])[CH3:2].